Dataset: Full USPTO retrosynthesis dataset with 1.9M reactions from patents (1976-2016). Task: Predict the reactants needed to synthesize the given product. (1) Given the product [Br:15][C:16]1[CH:27]=[N:26][C:19]2=[N:20][C:21]([N:5]3[CH2:4][C:3]([NH:7][C:8](=[O:14])[O:9][C:10]([CH3:13])([CH3:12])[CH3:11])([CH3:2])[CH2:6]3)=[C:22]([Cl:24])[N:23]=[C:18]2[CH:17]=1, predict the reactants needed to synthesize it. The reactants are: Cl.[CH3:2][C:3]1([NH:7][C:8](=[O:14])[O:9][C:10]([CH3:13])([CH3:12])[CH3:11])[CH2:6][NH:5][CH2:4]1.[Br:15][C:16]1[CH:27]=[N:26][C:19]2=[N:20][C:21](Cl)=[C:22]([Cl:24])[N:23]=[C:18]2[CH:17]=1. (2) Given the product [CH3:28][C:11]1[N:10]=[C:9]([C:8]2[C:3](=[O:2])[NH:4][C:5]([NH:29][CH3:30])=[N:6][CH:7]=2)[CH:14]=[CH:13][C:12]=1[O:15][C:16]1[CH:21]=[CH:20][N:19]=[C:18]([C:22]2[CH:23]=[N:24][N:25]([CH3:27])[CH:26]=2)[CH:17]=1, predict the reactants needed to synthesize it. The reactants are: C[O:2][C:3]1[C:8]([C:9]2[CH:14]=[CH:13][C:12]([O:15][C:16]3[CH:21]=[CH:20][N:19]=[C:18]([C:22]4[CH:23]=[N:24][N:25]([CH3:27])[CH:26]=4)[CH:17]=3)=[C:11]([CH3:28])[N:10]=2)=[CH:7][N:6]=[C:5]([NH:29][CH3:30])[N:4]=1.Br.